This data is from Catalyst prediction with 721,799 reactions and 888 catalyst types from USPTO. The task is: Predict which catalyst facilitates the given reaction. (1) Reactant: CN(C(ON1N=NC2C=CC=NC1=2)=[N+](C)C)C.F[P-](F)(F)(F)(F)F.[C:25]([C:29]1[CH:30]=[C:31]([C:70](=[O:72])[NH2:71])[C:32]([O:68][CH3:69])=[C:33]([NH:35][C:36](=[O:67])[NH:37][C:38]2[C:47]3[C:42](=[CH:43][CH:44]=[CH:45][CH:46]=3)[C:41]([O:48][C:49]3[CH:54]=[CH:53][N:52]=[C:51]([NH:55][C:56]4[CH:64]=[CH:63][C:59]([C:60](O)=[O:61])=[C:58]([O:65][CH3:66])[CH:57]=4)[CH:50]=3)=[CH:40][CH:39]=2)[CH:34]=1)([CH3:28])([CH3:27])[CH3:26].[CH3:73][O:74][CH2:75][CH2:76][O:77][CH2:78][CH2:79][O:80][CH2:81][CH2:82][NH2:83].CCN(C(C)C)C(C)C. Product: [C:25]([C:29]1[CH:30]=[C:31]([C:70](=[O:72])[NH2:71])[C:32]([O:68][CH3:69])=[C:33]([NH:35][C:36](=[O:67])[NH:37][C:38]2[C:47]3[C:42](=[CH:43][CH:44]=[CH:45][CH:46]=3)[C:41]([O:48][C:49]3[CH:54]=[CH:53][N:52]=[C:51]([NH:55][C:56]4[CH:64]=[CH:63][C:59]([C:60]([NH:83][CH2:82][CH2:81][O:80][CH2:79][CH2:78][O:77][CH2:76][CH2:75][O:74][CH3:73])=[O:61])=[C:58]([O:65][CH3:66])[CH:57]=4)[CH:50]=3)=[CH:40][CH:39]=2)[CH:34]=1)([CH3:28])([CH3:27])[CH3:26]. The catalyst class is: 384. (2) Product: [C:3]([SiH2:7][O:8][C:9]([CH3:25])([CH3:24])[C:10]1[O:11][CH:12]=[C:13]([CH2:15][N:16]2[CH:20]=[C:19]([NH2:21])[CH:18]=[N:17]2)[N:14]=1)([CH3:6])([CH3:4])[CH3:5]. The catalyst class is: 314. Reactant: N#N.[C:3]([SiH2:7][O:8][C:9]([CH3:25])([CH3:24])[C:10]1[O:11][CH:12]=[C:13]([CH2:15][N:16]2[CH:20]=[C:19]([N+:21]([O-])=O)[CH:18]=[N:17]2)[N:14]=1)([CH3:6])([CH3:5])[CH3:4].[NH4+].[Cl-]. (3) Reactant: F[C:2]1[CH:3]=[CH:4][C:5]([N+:12]([O-:14])=[O:13])=[C:6]([C:8]([F:11])([F:10])[F:9])[CH:7]=1.CCN(CC)CC.S(C1C=CC(C)=CC=1)(O)(=O)=O.[CH3:33][C@H:34]1[CH2:38][CH2:37][CH2:36][NH:35]1. Product: [CH3:33][C@H:34]1[CH2:38][CH2:37][CH2:36][N:35]1[C:2]1[CH:3]=[CH:4][C:5]([N+:12]([O-:14])=[O:13])=[C:6]([C:8]([F:11])([F:10])[F:9])[CH:7]=1. The catalyst class is: 23. (4) Reactant: [C:1](=[O:4])(O)[O-].[Na+].O.[Br:7][C:8]1[CH:13]=[CH:12][C:11]([C@@H:14]([NH2:16])[CH3:15])=[CH:10][CH:9]=1.ClC(Cl)(OC(=O)OC(Cl)(Cl)Cl)Cl. Product: [Br:7][C:8]1[CH:13]=[CH:12][C:11]([C@@H:14]([N:16]=[C:1]=[O:4])[CH3:15])=[CH:10][CH:9]=1. The catalyst class is: 4. (5) Reactant: ClC(Cl)(O[C:5](=[O:11])OC(Cl)(Cl)Cl)Cl.[CH3:13][N:14]1[CH2:19][CH2:18][NH:17][CH2:16][CH2:15]1.CCN(C(C)C)C(C)C.[CH3:29][C:30]([CH3:41])([O:32][C:33]([N:35]1[CH2:40][CH2:39][NH:38][CH2:37][CH2:36]1)=[O:34])[CH3:31]. Product: [CH3:31][C:30]([CH3:41])([O:32][C:33]([N:35]1[CH2:36][CH2:37][N:38]([C:5]([N:17]2[CH2:18][CH2:19][N:14]([CH3:13])[CH2:15][CH2:16]2)=[O:11])[CH2:39][CH2:40]1)=[O:34])[CH3:29]. The catalyst class is: 4. (6) Reactant: Br[C:2]1[CH:3]=[C:4]2[C:9](=[CH:10][C:11]=1[O:12][CH3:13])[N:8]=[CH:7][C:6]([C:14]([O:16][CH2:17][CH3:18])=[O:15])=[C:5]2[NH:19][C:20]1[CH:25]=[CH:24][CH:23]=[C:22]([CH2:26][O:27][Si:28]([C:31]([CH3:34])([CH3:33])[CH3:32])([CH3:30])[CH3:29])[C:21]=1[CH2:35][CH3:36].C(=O)([O-])[O-].[Cs+].[Cs+].[C:43]([O:47][C:48](=[O:53])[NH:49][CH2:50][CH2:51][NH2:52])([CH3:46])([CH3:45])[CH3:44]. Product: [C:43]([O:47][C:48]([NH:49][CH2:50][CH2:51][NH:52][C:2]1[CH:3]=[C:4]2[C:9](=[CH:10][C:11]=1[O:12][CH3:13])[N:8]=[CH:7][C:6]([C:14]([O:16][CH2:17][CH3:18])=[O:15])=[C:5]2[NH:19][C:20]1[CH:25]=[CH:24][CH:23]=[C:22]([CH2:26][O:27][Si:28]([C:31]([CH3:34])([CH3:33])[CH3:32])([CH3:30])[CH3:29])[C:21]=1[CH2:35][CH3:36])=[O:53])([CH3:46])([CH3:45])[CH3:44]. The catalyst class is: 11.